Dataset: Full USPTO retrosynthesis dataset with 1.9M reactions from patents (1976-2016). Task: Predict the reactants needed to synthesize the given product. (1) Given the product [Cl:1][C:2]1[C:11]([C:12]2[CH:13]=[CH:14][CH:15]=[CH:16][CH:17]=2)=[C:10]([Cl:18])[C:9]2[C:4](=[CH:5][CH:6]=[C:7]([C:19]([C:21]3[N:25]([CH3:26])[CH:24]=[N:23][CH:22]=3)=[O:20])[CH:8]=2)[N:3]=1, predict the reactants needed to synthesize it. The reactants are: [Cl:1][C:2]1[C:11]([C:12]2[CH:17]=[CH:16][CH:15]=[CH:14][CH:13]=2)=[C:10]([Cl:18])[C:9]2[C:4](=[CH:5][CH:6]=[C:7]([CH:19]([C:21]3[N:25]([CH3:26])[CH:24]=[N:23][CH:22]=3)[OH:20])[CH:8]=2)[N:3]=1. (2) Given the product [CH2:1]([CH:3]([CH2:6][CH2:7][CH2:8][CH3:9])[CH2:4][O:5][C:12]([CH:14]1[CH2:15][CH2:16][CH:17]([C:20]([O:22][CH2:23][CH:3]([CH2:1][CH3:2])[CH2:6][CH2:7][CH2:8][CH3:9])=[O:21])[CH2:18][CH2:19]1)=[O:13])[CH3:2], predict the reactants needed to synthesize it. The reactants are: [CH2:1]([CH:3]([CH2:6][CH2:7][CH2:8][CH3:9])[CH2:4][OH:5])[CH3:2].CO[C:12]([CH:14]1[CH2:19][CH2:18][CH:17]([C:20]([O:22][CH3:23])=[O:21])[CH2:16][CH2:15]1)=[O:13]. (3) Given the product [Br:29][C:16]1[N:14]2[N:15]=[C:10]([C:7]3[CH:8]=[CH:9][C:4]([O:3][CH2:1][CH3:2])=[C:5]([O:20][CH3:21])[CH:6]=3)[CH:11]=[CH:12][C:13]2=[N:18][C:17]=1[CH3:19], predict the reactants needed to synthesize it. The reactants are: [CH2:1]([O:3][C:4]1[CH:9]=[CH:8][C:7]([C:10]2[CH:11]=[CH:12][C:13]3[N:14]([CH:16]=[C:17]([CH3:19])[N:18]=3)[N:15]=2)=[CH:6][C:5]=1[O:20][CH3:21])[CH3:2].C1C(=O)N([Br:29])C(=O)C1.